From a dataset of Reaction yield outcomes from USPTO patents with 853,638 reactions. Predict the reaction yield, written as a fraction of the theoretical maximum amount of product (1.0 means a 100% yield; for example, 0.34 means a 34% yield). (1) The reactants are Br[C:2]1[CH:8]=[CH:7][C:5]([NH2:6])=[C:4]([F:9])[CH:3]=1.[CH3:10][PH:11](=[O:13])[CH3:12].CC1(C)C2C(=C(P(C3C=CC=CC=3)C3C=CC=CC=3)C=CC=2)OC2C(P(C3C=CC=CC=3)C3C=CC=CC=3)=CC=CC1=2.P([O-])([O-])([O-])=O.[K+].[K+].[K+]. The catalyst is CN(C=O)C.C([O-])(=O)C.[Pd+2].C([O-])(=O)C. The product is [CH3:10][P:11]([C:2]1[CH:8]=[CH:7][C:5]([NH2:6])=[C:4]([F:9])[CH:3]=1)([CH3:12])=[O:13]. The yield is 0.200. (2) The reactants are [NH2:1][C:2]1[CH:10]=[C:9]([F:11])[CH:8]=[CH:7][C:3]=1[C:4]([OH:6])=O.N1[CH:16]=[CH:15]N=C1.C(Cl)(=O)C.Cl.[NH2:22][CH:23]1[CH2:28][CH2:27][C:26](=[O:29])[NH:25][C:24]1=[O:30].P(OC1C=CC=CC=1)(OC1C=CC=CC=1)OC1C=CC=CC=1. The catalyst is C(#N)C.O. The product is [F:11][C:9]1[CH:10]=[C:2]2[C:3]([C:4](=[O:6])[N:22]([CH:23]3[CH2:28][CH2:27][C:26](=[O:29])[NH:25][C:24]3=[O:30])[C:15]([CH3:16])=[N:1]2)=[CH:7][CH:8]=1. The yield is 0.520. (3) The yield is 0.570. The product is [S:42](=[O:44])(=[O:43])([O:34][CH2:33][C@@H:10]1[CH2:11][C@@H:12]([NH:14][C:15]2[CH:20]=[C:19]([NH:21][C@@H:22]3[C:30]4[C:25](=[CH:26][CH:27]=[CH:28][CH:29]=4)[CH2:24][C@@H:23]3[O:31][CH3:32])[N:18]=[CH:17][N:16]=2)[CH2:13][C@@H:9]1[OH:8])[NH2:45]. The reactants are [Si]([O:8][C@@H:9]1[CH2:13][C@@H:12]([NH:14][C:15]2[CH:20]=[C:19]([NH:21][C@H:22]3[C:30]4[C:25](=[CH:26][CH:27]=[CH:28][CH:29]=4)[CH2:24][C@H:23]3[O:31][CH3:32])[N:18]=[CH:17][N:16]=2)[CH2:11][C@@H:10]1[CH2:33][OH:34])(C(C)(C)C)(C)C.N1C=CC=CC=1.Cl[S:42]([NH2:45])(=[O:44])=[O:43]. The catalyst is C(#N)C. (4) The reactants are [CH2:1]([O:3][C:4](=[O:12])[CH:5]([CH3:11])[C:6]([O:8][CH2:9][CH3:10])=[O:7])[CH3:2].[H-].[Na+].Br[CH2:16][CH2:17][CH2:18][CH2:19][CH2:20][CH2:21][CH2:22][CH2:23][CH2:24][O:25][CH2:26][C:27]1[CH:32]=[CH:31][CH:30]=[CH:29][CH:28]=1. The catalyst is C1COCC1.CCOCC.O. The product is [CH2:1]([O:3][C:4](=[O:12])[C:5]([CH2:16][CH2:17][CH2:18][CH2:19][CH2:20][CH2:21][CH2:22][CH2:23][CH2:24][O:25][CH2:26][C:27]1[CH:28]=[CH:29][CH:30]=[CH:31][CH:32]=1)([CH3:11])[C:6]([O:8][CH2:9][CH3:10])=[O:7])[CH3:2]. The yield is 0.960.